This data is from Peptide-MHC class II binding affinity with 134,281 pairs from IEDB. The task is: Regression. Given a peptide amino acid sequence and an MHC pseudo amino acid sequence, predict their binding affinity value. This is MHC class II binding data. (1) The peptide sequence is GLAFQEMENFLGPIA. The MHC is DRB3_0202 with pseudo-sequence DRB3_0202. The binding affinity (normalized) is 0. (2) The peptide sequence is YDKFLLNVSTVLTGK. The MHC is DRB1_0802 with pseudo-sequence DRB1_0802. The binding affinity (normalized) is 0.803.